This data is from Reaction yield outcomes from USPTO patents with 853,638 reactions. The task is: Predict the reaction yield, written as a fraction of the theoretical maximum amount of product (1.0 means a 100% yield; for example, 0.34 means a 34% yield). (1) The reactants are [Cl-].[Al+3].[Cl-].[Cl-].[H-].[Al+3].[Li+].[H-].[H-].[H-].[Cl:11][C:12]1[CH:13]=[CH:14][C:15]2[O:26][C:25]3[CH:27]=[CH:28][CH:29]=[CH:30][C:24]=3[C@H:18]3[C:19](=O)[N:20]([CH3:22])[CH2:21][C@@H:17]3[C:16]=2[CH:31]=1.C(C(C(C([O-])=O)O)O)([O-])=O.[Na+].[Na+]. The catalyst is O1CCCC1. The product is [Cl:11][C:12]1[CH:13]=[CH:14][C:15]2[O:26][C:25]3[CH:27]=[CH:28][CH:29]=[CH:30][C:24]=3[C@H:18]3[CH2:19][N:20]([CH3:22])[CH2:21][C@@H:17]3[C:16]=2[CH:31]=1. The yield is 0.940. (2) The reactants are C([O:3][P:4]([C:9]([C:12]1[CH:17]=[CH:16][C:15]([CH2:18][N:19]([S:28]([C:31]2[CH:36]=[CH:35][CH:34]=[CH:33][CH:32]=2)(=[O:30])=[O:29])[C:20]2[CH:25]=[CH:24][C:23]([Cl:26])=[C:22]([Cl:27])[CH:21]=2)=[CH:14][C:13]=1[Br:37])([F:11])[F:10])(=[O:8])[O:5]CC)C.C[Si](N([Si](C)(C)C)C(=O)C(F)(F)F)(C)C.I[Si](C)(C)C. The catalyst is C(Cl)Cl. The product is [C:31]1([S:28]([N:19]([CH2:18][C:15]2[CH:16]=[CH:17][C:12]([C:9]([P:4](=[O:3])([OH:8])[OH:5])([F:10])[F:11])=[C:13]([Br:37])[CH:14]=2)[C:20]2[CH:25]=[CH:24][C:23]([Cl:26])=[C:22]([Cl:27])[CH:21]=2)(=[O:29])=[O:30])[CH:36]=[CH:35][CH:34]=[CH:33][CH:32]=1. The yield is 0.660. (3) The reactants are [F:1][C:2]1[C:3]([CH2:11]O)=[CH:4][C:5]2[O:9][CH2:8][O:7][C:6]=2[CH:10]=1.C([O-])(O)=O.[Na+].O=S(Cl)[Cl:20]. No catalyst specified. The product is [Cl:20][CH2:11][C:3]1[C:2]([F:1])=[CH:10][C:6]2[O:7][CH2:8][O:9][C:5]=2[CH:4]=1. The yield is 0.900. (4) The reactants are C1CC([NH:7][C:8]2[N:17]=[C:11]3[CH:12]=[CH:13][CH:14]=[C:15]([NH2:16])[N:10]3[N:9]=2)CCC1.N1[CH:23]=[CH:22][CH:21]=[CH:20][CH:19]=1.Cl.[N:25]1([CH2:30][C:31]2[CH:39]=[CH:38][C:34]([C:35](Cl)=[O:36])=[CH:33][CH:32]=2)[CH2:29][CH2:28][CH2:27][CH2:26]1.Cl[CH2:41]Cl. No catalyst specified. The product is [CH:19]1([NH:16][C:15]2[N:10]3[N:9]=[C:8]([NH:7][C:35](=[O:36])[C:34]4[CH:38]=[CH:39][C:31]([CH2:30][N:25]5[CH2:29][CH2:28][CH2:27][CH2:26]5)=[CH:32][CH:33]=4)[N:17]=[C:11]3[CH:12]=[CH:13][CH:14]=2)[CH2:41][CH2:23][CH2:22][CH2:21][CH2:20]1. The yield is 0.100. (5) The reactants are O=[C:2]([C@@H:6]([C:8]1[CH:13]=[CH:12][C:11]([NH:14][C:15]2[S:16][CH:17]=[C:18]([C:20]([F:23])([F:22])[F:21])[N:19]=2)=[CH:10][CH:9]=1)[CH3:7])[CH2:3][CH:4]=O.O.[NH2:25][NH2:26]. The catalyst is CCO.C1COCC1. The product is [NH:25]1[C:2]([C@@H:6]([C:8]2[CH:13]=[CH:12][C:11]([NH:14][C:15]3[S:16][CH:17]=[C:18]([C:20]([F:23])([F:22])[F:21])[N:19]=3)=[CH:10][CH:9]=2)[CH3:7])=[CH:3][CH:4]=[N:26]1. The yield is 0.610. (6) The reactants are [CH:1]1[C:10]2[C:5](=[CH:6][CH:7]=[CH:8][CH:9]=2)[C:4](B(O)O)=[CH:3][N:2]=1.Br[C:15]1[CH:16]=[C:17]2[C:21](=[C:22]([Cl:24])[CH:23]=1)[NH:20][N:19]=[CH:18]2.C(=O)([O-])[O-].[Na+].[Na+]. The catalyst is C1C=CC([P]([Pd]([P](C2C=CC=CC=2)(C2C=CC=CC=2)C2C=CC=CC=2)([P](C2C=CC=CC=2)(C2C=CC=CC=2)C2C=CC=CC=2)[P](C2C=CC=CC=2)(C2C=CC=CC=2)C2C=CC=CC=2)(C2C=CC=CC=2)C2C=CC=CC=2)=CC=1.C(COC)OC. The product is [Cl:24][C:22]1[CH:23]=[C:15]([C:4]2[C:5]3[C:10](=[CH:9][CH:8]=[CH:7][CH:6]=3)[CH:1]=[N:2][CH:3]=2)[CH:16]=[C:17]2[C:21]=1[NH:20][N:19]=[CH:18]2. The yield is 0.720. (7) The reactants are [NH2:1][C:2]1[CH:3]=[C:4]2[C:9](=[CH:10][CH:11]=1)[N:8]=[CH:7][C:6]([C:12]#[N:13])=[C:5]2[NH:14][C:15]1[CH:20]=[CH:19][C:18]([F:21])=[C:17]([Cl:22])[CH:16]=1.[CH:23]([C:25]1[N:26]([CH2:30][C:31]([O:33][CH3:34])=[O:32])[CH:27]=[CH:28][N:29]=1)=O.[BH3-]C#N.[Na+]. The catalyst is CCO. The product is [Cl:22][C:17]1[CH:16]=[C:15]([NH:14][C:5]2[C:4]3[C:9](=[CH:10][CH:11]=[C:2]([NH:1][CH2:23][C:25]4[N:26]([CH2:30][C:31]([O:33][CH3:34])=[O:32])[CH:27]=[CH:28][N:29]=4)[CH:3]=3)[N:8]=[CH:7][C:6]=2[C:12]#[N:13])[CH:20]=[CH:19][C:18]=1[F:21]. The yield is 0.450.